Dataset: Forward reaction prediction with 1.9M reactions from USPTO patents (1976-2016). Task: Predict the product of the given reaction. (1) Given the reactants [Cl:1][C:2]1[CH:7]=[CH:6][CH:5]=[C:4]([Cl:8])[C:3]=1[C:9]1[C:13]([CH2:14][O:15][C:16]2[CH:21]=[CH:20][C:19]([C:22]3[CH:23]=[C:24]4[C:29](=[CH:30][CH:31]=3)[C:28]([C:32]([OH:34])=O)=[CH:27][CH:26]=[CH:25]4)=[CH:18][CH:17]=2)=[C:12]([CH:35]([CH3:37])[CH3:36])[O:11][N:10]=1.C(OC(OC(C)(C)C)=O)(OC(C)(C)C)=O.[N:53]1C=CC=CC=1.C(=O)([O-])O.[NH4+], predict the reaction product. The product is: [Cl:8][C:4]1[CH:5]=[CH:6][CH:7]=[C:2]([Cl:1])[C:3]=1[C:9]1[C:13]([CH2:14][O:15][C:16]2[CH:21]=[CH:20][C:19]([C:22]3[CH:23]=[C:24]4[C:29](=[CH:30][CH:31]=3)[C:28]([C:32]([NH2:53])=[O:34])=[CH:27][CH:26]=[CH:25]4)=[CH:18][CH:17]=2)=[C:12]([CH:35]([CH3:36])[CH3:37])[O:11][N:10]=1. (2) Given the reactants [NH2:1][C:2]1[CH:3]=[CH:4][C:5]([F:18])=[C:6]([C@:8]2([CH3:17])[C:13]([F:15])([F:14])[CH2:12][O:11][C:10]([NH2:16])=[N:9]2)[CH:7]=1.[O:19]1[CH:23]=[CH:22][CH:21]=[C:20]1[C:24](O)=[O:25], predict the reaction product. The product is: [NH2:16][C:10]1[O:11][CH2:12][C:13]([F:14])([F:15])[C@:8]([C:6]2[CH:7]=[C:2]([NH:1][C:24]([C:20]3[O:19][CH:23]=[CH:22][CH:21]=3)=[O:25])[CH:3]=[CH:4][C:5]=2[F:18])([CH3:17])[N:9]=1. (3) Given the reactants [F:1][C:2]([F:22])([F:21])[C:3]1[C:8]2[S:9][CH:10]=[C:11]([CH:12]3[CH2:17][CH2:16][N:15](C(=O)C)[CH2:14][CH2:13]3)[C:7]=2[CH:6]=[CH:5][CH:4]=1.Cl.C(=O)([O-])[O-].[K+].[K+], predict the reaction product. The product is: [F:22][C:2]([F:1])([F:21])[C:3]1[C:8]2[S:9][CH:10]=[C:11]([CH:12]3[CH2:13][CH2:14][NH:15][CH2:16][CH2:17]3)[C:7]=2[CH:6]=[CH:5][CH:4]=1. (4) The product is: [CH:15]([C@:18]1([C:24]([N:26]2[CH2:31][CH2:30][N:29]([C:32]3[CH:33]=[CH:34][CH:35]=[C:3]([C:2]([F:7])([F:6])[F:1])[CH:37]=3)[CH2:28][CH2:27]2)=[O:25])[CH2:22][CH2:21][C@@H:20]([NH:23][CH:46]2[CH2:47][CH2:48][O:43][CH2:44][CH2:45]2)[CH2:19]1)([CH3:17])[CH3:16]. Given the reactants [F:1][C:2]([F:7])([F:6])[C:3](O)=O.FC(F)(F)C(O)=O.[CH:15]([C@:18]1([C:24]([N:26]2[CH2:31][CH2:30][N:29]([C:32]3[CH:37]=C[CH:35]=[C:34](CC(F)(F)F)[CH:33]=3)[CH2:28][CH2:27]2)=[O:25])[CH2:22][CH2:21][C@@H:20]([NH2:23])[CH2:19]1)([CH3:17])[CH3:16].[O:43]1[CH2:48][CH2:47][C:46](=O)[CH2:45][CH2:44]1.C(N(CC)CC)C.C(O[BH-](OC(=O)C)OC(=O)C)(=O)C.[Na+], predict the reaction product. (5) Given the reactants [O:1]1[CH2:3][C@H:2]1[CH2:4][OH:5].[Cl:6][C:7]1[C:12](O)=[CH:11][CH:10]=[CH:9][N:8]=1.C1(P(C2C=CC=CC=2)C2C=CC=CC=2)C=CC=CC=1.N(C(OC(C)C)=O)=NC(OC(C)C)=O, predict the reaction product. The product is: [Cl:6][C:7]1[C:12]([O:5][CH2:4][C@@H:2]2[CH2:3][O:1]2)=[CH:11][CH:10]=[CH:9][N:8]=1. (6) Given the reactants [Cl:1][C:2]1[C:7]([C:8]#[N:9])=[CH:6][N:5]=[C:4]2[S:10][CH:11]=[C:12]([CH3:13])[C:3]=12.C1C(=O)N([Br:21])C(=O)C1.CC(N=NC(C#N)(C)C)(C#N)C.[OH-].[Na+], predict the reaction product. The product is: [Br:21][CH2:13][C:12]1[C:3]2[C:4](=[N:5][CH:6]=[C:7]([C:8]#[N:9])[C:2]=2[Cl:1])[S:10][CH:11]=1. (7) The product is: [CH:35]1([C:24]2[C:25]3[CH:26]=[CH:27][C:28]([C:31]([O:33][CH3:34])=[O:32])=[CH:29][C:30]=3[N:15]3[CH2:14][C:13]([C:9]([O:11][CH3:12])=[O:10])([CH3:2])[CH2:19][C:18]4[CH:20]=[CH:21][CH:22]=[CH:23][C:17]=4[C:16]=23)[CH2:40][CH2:39][CH2:38][CH2:37][CH2:36]1. Given the reactants [Li+].[CH3:2]C([N-]C(C)C)C.[C:9]([CH:13]1[CH2:19][C:18]2[CH:20]=[CH:21][CH:22]=[CH:23][C:17]=2[C:16]2=[C:24]([CH:35]3[CH2:40][CH2:39][CH2:38][CH2:37][CH2:36]3)[C:25]3[CH:26]=[CH:27][C:28]([C:31]([O:33][CH3:34])=[O:32])=[CH:29][C:30]=3[N:15]2[CH2:14]1)([O:11][CH3:12])=[O:10].IC, predict the reaction product. (8) Given the reactants C([C@@H]([C@H](C(O)=O)O)O)(O)=O.[CH3:11][C@@H:12]1[CH2:16][CH2:15][CH2:14][NH:13]1.Br[CH2:18][CH2:19][C:20]1[CH:25]=[CH:24][C:23]([N+:26]([O-:28])=[O:27])=[CH:22][CH:21]=1.C(=O)([O-])[O-].[K+].[K+], predict the reaction product. The product is: [CH3:11][C@@H:12]1[CH2:16][CH2:15][CH2:14][N:13]1[CH2:18][CH2:19][C:20]1[CH:21]=[CH:22][C:23]([N+:26]([O-:28])=[O:27])=[CH:24][CH:25]=1.